This data is from Forward reaction prediction with 1.9M reactions from USPTO patents (1976-2016). The task is: Predict the product of the given reaction. (1) Given the reactants [I:1][C:2]1[CH:28]=[CH:27][C:5]([NH:6][CH:7]([C:9]2[CH:14]=[CH:13][C:12]([O:15][CH2:16][C:17]3[CH:18]=[N:19][C:20]([O:23][CH3:24])=[CH:21][CH:22]=3)=[C:11]([O:25][CH3:26])[CH:10]=2)[CH3:8])=[C:4]([N+:29]([O-])=O)[CH:3]=1.[Cl-].[NH4+].O, predict the reaction product. The product is: [I:1][C:2]1[CH:3]=[C:4]([NH2:29])[C:5]([NH:6][CH:7]([C:9]2[CH:14]=[CH:13][C:12]([O:15][CH2:16][C:17]3[CH:18]=[N:19][C:20]([O:23][CH3:24])=[CH:21][CH:22]=3)=[C:11]([O:25][CH3:26])[CH:10]=2)[CH3:8])=[CH:27][CH:28]=1. (2) The product is: [Cl:29][C:16]1[C:15]([C:13]2[C:12]([Cl:30])=[CH:11][N:10]=[C:9]([NH:8][C@H:5]3[CH2:6][CH2:7][C@H:2]([N:1]4[CH2:41][CH2:40][CH2:39][CH2:38]4)[CH2:3][CH2:4]3)[CH:14]=2)=[CH:20][C:19]([NH:21][CH2:22][CH:23]2[CH2:28][CH2:27][O:26][CH2:25][CH2:24]2)=[CH:18][N:17]=1. Given the reactants [NH2:1][C@H:2]1[CH2:7][CH2:6][C@H:5]([NH:8][C:9]2[CH:14]=[C:13]([C:15]3[C:16]([Cl:29])=[N:17][CH:18]=[C:19]([NH:21][CH2:22][CH:23]4[CH2:28][CH2:27][O:26][CH2:25][CH2:24]4)[CH:20]=3)[C:12]([Cl:30])=[CH:11][N:10]=2)[CH2:4][CH2:3]1.C([O-])([O-])=O.[K+].[K+].Br[CH2:38][CH2:39][CH2:40][CH2:41]Br, predict the reaction product. (3) Given the reactants CC(OI1(OC(C)=O)(OC(C)=O)OC(=O)C2C=CC=CC1=2)=O.[Cl:23][C:24]1[C:31]([CH3:32])=[C:30]([N:33]2[C:37](=[O:38])[C:36]3([CH2:42][CH2:41][CH2:40][CH:39]3[OH:43])[N:35]([CH3:44])[C:34]2=[O:45])[CH:29]=[CH:28][C:25]=1[C:26]#[N:27], predict the reaction product. The product is: [Cl:23][C:24]1[C:31]([CH3:32])=[C:30]([N:33]2[C:37](=[O:38])[C:36]3([CH2:42][CH2:41][CH2:40][C:39]3=[O:43])[N:35]([CH3:44])[C:34]2=[O:45])[CH:29]=[CH:28][C:25]=1[C:26]#[N:27]. (4) Given the reactants [CH2:1]([O:3][C:4]([C:6]1[NH:7][N:8]=[C:9]([CH2:12][CH2:13][CH3:14])[C:10]=1I)=[O:5])[CH3:2].[Cu](C#N)[C:16]#[N:17], predict the reaction product. The product is: [CH2:1]([O:3][C:4]([C:6]1[NH:7][N:8]=[C:9]([CH2:12][CH2:13][CH3:14])[C:10]=1[C:16]#[N:17])=[O:5])[CH3:2]. (5) Given the reactants [Cl:1][C:2]1[C:3]2[C:48]([F:49])=[CH:47][CH:46]=[C:45]([F:50])[C:4]=2[S:5][C:6]=1[C:7]([N:9]([CH2:25][C:26]1[CH:31]=[C:30]([C:32]2[CH:37]=[CH:36][N:35]=[C:34]([C:38](=[O:42])N(C)C)[CH:33]=2)[CH:29]=[CH:28][C:27]=1[O:43][CH3:44])[CH:10]1[CH2:15][CH2:14][CH:13]([N:16]([CH3:24])[C:17](=[O:23])[O:18][C:19]([CH3:22])([CH3:21])[CH3:20])[CH2:12][CH2:11]1)=[O:8].[CH3:51][Mg]Br, predict the reaction product. The product is: [C:19]([O:18][C:17](=[O:23])[N:16]([CH:13]1[CH2:12][CH2:11][CH:10]([N:9]([CH2:25][C:26]2[CH:31]=[C:30]([C:32]3[CH:37]=[CH:36][N:35]=[C:34]([C:38](=[O:42])[CH3:51])[CH:33]=3)[CH:29]=[CH:28][C:27]=2[O:43][CH3:44])[C:7]([C:6]2[S:5][C:4]3[C:45]([F:50])=[CH:46][CH:47]=[C:48]([F:49])[C:3]=3[C:2]=2[Cl:1])=[O:8])[CH2:15][CH2:14]1)[CH3:24])([CH3:22])([CH3:21])[CH3:20]. (6) Given the reactants [OH:1][CH2:2][CH2:3][CH2:4][O:5][CH2:6][C@H:7]1[CH2:18][CH2:17][C:16]2[S:15][C:14]3[N:13]=[CH:12][N:11]=[C:10]([O:19][CH:20]4[CH2:25][CH2:24][CH:23]([N:26]([CH3:34])[C:27](=[O:33])[O:28][C:29]([CH3:32])([CH3:31])[CH3:30])[CH2:22][CH2:21]4)[C:9]=3[C:8]1=2.C1C=C[NH+]=CC=1.C1C=C[NH+]=CC=1.[O-:47][Cr](O[Cr]([O-])(=O)=O)(=O)=O, predict the reaction product. The product is: [C:29]([O:28][C:27]([N:26]([CH3:34])[CH:23]1[CH2:22][CH2:21][CH:20]([O:19][C:10]2[C:9]3[C:8]4[C@@H:7]([CH2:6][O:5][CH2:4][CH2:3][C:2]([OH:47])=[O:1])[CH2:18][CH2:17][C:16]=4[S:15][C:14]=3[N:13]=[CH:12][N:11]=2)[CH2:25][CH2:24]1)=[O:33])([CH3:31])([CH3:30])[CH3:32].